The task is: Predict the reactants needed to synthesize the given product.. This data is from Full USPTO retrosynthesis dataset with 1.9M reactions from patents (1976-2016). (1) Given the product [N:12]1([CH2:18][C:19]2[S:23][C:22]([C:2]3[CH:3]=[CH:4][C:5]([N+:9]([O-:11])=[O:10])=[C:6]([CH:8]=3)[NH2:7])=[CH:21][CH:20]=2)[CH2:13][CH2:14][O:15][CH2:16][CH2:17]1, predict the reactants needed to synthesize it. The reactants are: Cl[C:2]1[CH:3]=[CH:4][C:5]([N+:9]([O-:11])=[O:10])=[C:6]([CH:8]=1)[NH2:7].[N:12]1([CH2:18][C:19]2[S:23][C:22](B(O)O)=[CH:21][CH:20]=2)[CH2:17][CH2:16][O:15][CH2:14][CH2:13]1.C([O-])([O-])=O.[Na+].[Na+]. (2) The reactants are: [Br:1][C:2]1[C:13](=[O:14])[NH:12][C:5]2[N:6]=[C:7]([S:10][CH3:11])[N:8]=[CH:9][C:4]=2[CH:3]=1.O[CH2:16][CH:17]1[CH2:22][CH2:21][N:20]([C:23]([O:25][C:26]([CH3:29])([CH3:28])[CH3:27])=[O:24])[CH2:19][CH2:18]1.C1C=CC(P(C2C=CC=CC=2)C2C=CC=CC=2)=CC=1.CC(OC(/N=N/C(OC(C)C)=O)=O)C. Given the product [Br:1][C:2]1[C:13](=[O:14])[N:12]([CH2:16][CH:17]2[CH2:22][CH2:21][N:20]([C:23]([O:25][C:26]([CH3:27])([CH3:29])[CH3:28])=[O:24])[CH2:19][CH2:18]2)[C:5]2[N:6]=[C:7]([S:10][CH3:11])[N:8]=[CH:9][C:4]=2[CH:3]=1, predict the reactants needed to synthesize it.